Dataset: Forward reaction prediction with 1.9M reactions from USPTO patents (1976-2016). Task: Predict the product of the given reaction. (1) Given the reactants [S:1]1[CH:5]=[CH:4][C:3]([CH2:6][C:7]#[N:8])=[CH:2]1.[C:9]1(=O)[CH2:14][CH2:13][CH2:12][CH2:11][CH2:10]1, predict the reaction product. The product is: [C:9]1(=[C:6]([C:3]2[CH:4]=[CH:5][S:1][CH:2]=2)[C:7]#[N:8])[CH2:14][CH2:13][CH2:12][CH2:11][CH2:10]1. (2) Given the reactants [C:1]([C:5]1[CH:10]=[CH:9][C:8]([S:11]([NH:14][C:15]2[CH:16]=[C:17]3[C:21](=[CH:22][CH:23]=2)[NH:20][C:19]([C:24](O)=[O:25])=[C:18]3[C:27]2[CH:32]=[CH:31][CH:30]=[C:29]([F:33])[CH:28]=2)(=[O:13])=[O:12])=[CH:7][CH:6]=1)([CH3:4])([CH3:3])[CH3:2].[C:34]([NH:37][CH2:38][CH2:39][NH2:40])(=[O:36])[CH3:35], predict the reaction product. The product is: [C:34]([NH:37][CH2:38][CH2:39][NH:40][C:24]([C:19]1[NH:20][C:21]2[C:17]([C:18]=1[C:27]1[CH:32]=[CH:31][CH:30]=[C:29]([F:33])[CH:28]=1)=[CH:16][C:15]([NH:14][S:11]([C:8]1[CH:7]=[CH:6][C:5]([C:1]([CH3:2])([CH3:4])[CH3:3])=[CH:10][CH:9]=1)(=[O:12])=[O:13])=[CH:23][CH:22]=2)=[O:25])(=[O:36])[CH3:35]. (3) Given the reactants [H-].[Na+].[O:3]1[CH2:8][CH2:7][CH:6]([CH2:9][OH:10])[CH2:5][CH2:4]1.[CH2:11]([O:13][C:14](=[O:35])[N:15]([C:24]1[CH:29]=[C:28](Cl)[N:27]=[C:26]([NH2:31])[C:25]=1[N+:32]([O-:34])=[O:33])[CH2:16][C:17]1[CH:18]=[N:19][C:20]([CH3:23])=[CH:21][CH:22]=1)[CH3:12].C(Cl)Cl, predict the reaction product. The product is: [CH2:11]([O:13][C:14](=[O:35])[N:15]([C:24]1[CH:29]=[C:28]([O:10][CH2:9][CH:6]2[CH2:7][CH2:8][O:3][CH2:4][CH2:5]2)[N:27]=[C:26]([NH2:31])[C:25]=1[N+:32]([O-:34])=[O:33])[CH2:16][C:17]1[CH:18]=[N:19][C:20]([CH3:23])=[CH:21][CH:22]=1)[CH3:12]. (4) Given the reactants FC(F)(F)S([O:6][S:7]([C:10]([F:13])([F:12])[F:11])(=[O:9])=[O:8])(=O)=O.[F:16][C:17]([F:26])([C:22]([F:25])([F:24])[F:23])[CH2:18][CH2:19][CH2:20]O, predict the reaction product. The product is: [F:13][C:10]([F:11])([F:12])[S:7]([O:6][CH2:20][CH2:19][CH2:18][C:17]([F:26])([F:16])[C:22]([F:25])([F:24])[F:23])(=[O:8])=[O:9].